This data is from hERG potassium channel inhibition data for cardiac toxicity prediction from Karim et al.. The task is: Regression/Classification. Given a drug SMILES string, predict its toxicity properties. Task type varies by dataset: regression for continuous values (e.g., LD50, hERG inhibition percentage) or binary classification for toxic/non-toxic outcomes (e.g., AMES mutagenicity, cardiotoxicity, hepatotoxicity). Dataset: herg_karim. (1) The molecule is Cc1nc2cnc(Oc3ccc(Cl)cc3F)cc2c(=O)n1CC1CCCN(C(C)C)C1. The result is 1 (blocker). (2) The compound is Cc1ccc(O)c([C@H](CCN(C(C)C)C(C)C)c2ccccc2)c1. The result is 1 (blocker). (3) The drug is Cc1ccc(C(=O)O)c(C(=O)N2CCC(CN3CCC(Oc4ccc(CO)c(Cl)c4)CC3)CC2)c1. The result is 0 (non-blocker).